Dataset: Forward reaction prediction with 1.9M reactions from USPTO patents (1976-2016). Task: Predict the product of the given reaction. (1) Given the reactants [NH2:1][C:2]1[CH:6]2[N:7]([CH3:23])[C:8](=[O:22])[C:9]([C:11]3[CH:12]=[C:13]([CH:18]=[CH:19][C:20]=3[CH3:21])[C:14]([NH:16][CH3:17])=[O:15])=[CH:10][CH:5]2[NH:4][N:3]=1.[CH:24](=O)[CH2:25][CH3:26].C(O[BH-](O[C:38](=O)[CH3:39])OC(=O)C)(=O)C.[Na+].[C:42](O)(=O)C, predict the reaction product. The product is: [CH2:24]([N:1]([CH2:42][CH2:38][CH3:39])[C:2]1[CH:6]2[N:7]([CH3:23])[C:8](=[O:22])[C:9]([C:11]3[CH:12]=[C:13]([CH:18]=[CH:19][C:20]=3[CH3:21])[C:14]([NH:16][CH3:17])=[O:15])=[CH:10][CH:5]2[NH:4][N:3]=1)[CH2:25][CH3:26]. (2) Given the reactants [OH:1][C:2]1[CH:7]=[CH:6][C:5]([C:8](=[O:10])[CH3:9])=[CH:4][CH:3]=1.C(=O)([O-])[O-].[K+].[K+].[CH2:17](Br)[C:18]1[CH:23]=[CH:22][CH:21]=[CH:20][CH:19]=1, predict the reaction product. The product is: [CH2:17]([O:1][C:2]1[CH:7]=[CH:6][C:5]([C:8](=[O:10])[CH3:9])=[CH:4][CH:3]=1)[C:18]1[CH:23]=[CH:22][CH:21]=[CH:20][CH:19]=1.